From a dataset of Full USPTO retrosynthesis dataset with 1.9M reactions from patents (1976-2016). Predict the reactants needed to synthesize the given product. (1) Given the product [C:29]1([C:27]([C:35]2[CH:40]=[CH:39][CH:38]=[CH:37][CH:36]=2)([OH:28])[C:26]([N:16]2[CH2:17][CH2:18][CH2:19][C@H:15]2[C:14]([NH:13][CH2:12][C:11]2[CH:21]=[C:22]([Cl:25])[CH:23]=[CH:24][C:10]=2[CH2:9][NH:8][C:6]([O:5][C:1]([CH3:4])([CH3:2])[CH3:3])=[O:7])=[O:20])=[O:41])[CH:30]=[CH:31][CH:32]=[CH:33][CH:34]=1, predict the reactants needed to synthesize it. The reactants are: [C:1]([O:5][C:6]([NH:8][CH2:9][C:10]1[CH:24]=[CH:23][C:22]([Cl:25])=[CH:21][C:11]=1[CH2:12][NH:13][C:14](=[O:20])[C@@H:15]1[CH2:19][CH2:18][CH2:17][NH:16]1)=[O:7])([CH3:4])([CH3:3])[CH3:2].[C:26](O)(=[O:41])[C:27]([C:35]1[CH:40]=[CH:39][CH:38]=[CH:37][CH:36]=1)([C:29]1[CH:34]=[CH:33][CH:32]=[CH:31][CH:30]=1)[OH:28].CN1CCOCC1.CN([P+](ON1N=NC2C=CC=CC1=2)(N(C)C)N(C)C)C.F[P-](F)(F)(F)(F)F. (2) Given the product [CH:28]1([N:1]2[CH2:2][CH2:3][C:4]3([O:11][C:10]4[C:12]5[C:17]([C:18](=[O:21])[C:19](=[O:20])[C:9]=4[S:8][CH2:7]3)=[CH:16][CH:15]=[CH:14][CH:13]=5)[CH2:5][CH2:6]2)[CH2:27][CH2:26][CH2:25][CH:24]=[CH:23]1, predict the reactants needed to synthesize it. The reactants are: [NH:1]1[CH2:6][CH2:5][C:4]2([O:11][C:10]3[C:12]4[C:17]([C:18](=[O:21])[C:19](=[O:20])[C:9]=3[S:8][CH2:7]2)=[CH:16][CH:15]=[CH:14][CH:13]=4)[CH2:3][CH2:2]1.Br[CH:23]1[CH2:28][CH2:27][CH2:26][CH:25]=[CH:24]1. (3) Given the product [CH2:11]([NH:13][C:2]1[CH:7]=[CH:6][N:5]=[CH:4][C:3]=1[N+:8]([O-:10])=[O:9])[CH3:12], predict the reactants needed to synthesize it. The reactants are: Cl[C:2]1[CH:7]=[CH:6][N:5]=[CH:4][C:3]=1[N+:8]([O-:10])=[O:9].[CH2:11]([NH2:13])[CH3:12]. (4) Given the product [CH3:26][C:22]1[N:21]=[C:20]([C:12]2[N:13]=[C:14]3[CH:19]=[CH:18][CH:17]=[CH:16][N:15]3[C:11]=2[C:9]2[CH:8]=[CH:7][N:6]=[C:5]([NH:35][CH2:34][CH2:33][C:28]3[CH:29]=[CH:30][CH:31]=[CH:32][N:27]=3)[N:10]=2)[CH:25]=[CH:24][CH:23]=1, predict the reactants needed to synthesize it. The reactants are: CS([C:5]1[N:10]=[C:9]([C:11]2[N:15]3[CH:16]=[CH:17][CH:18]=[CH:19][C:14]3=[N:13][C:12]=2[C:20]2[CH:25]=[CH:24][CH:23]=[C:22]([CH3:26])[N:21]=2)[CH:8]=[CH:7][N:6]=1)(=O)=O.[N:27]1[CH:32]=[CH:31][CH:30]=[CH:29][C:28]=1[CH2:33][CH2:34][NH2:35]. (5) Given the product [C:1]([O:5][C:6](=[O:20])[CH2:7][C@@:8]1([CH2:16][NH:17][C:24]([O:26][C:27]([CH3:30])([CH3:29])[CH3:28])=[O:25])[CH2:14][C@@H:13]2[C@H:9]1[CH:10]=[C:11]([CH3:15])[CH2:12]2)([CH3:4])([CH3:3])[CH3:2], predict the reactants needed to synthesize it. The reactants are: [C:1]([O:5][C:6](=[O:20])[CH2:7][C@@:8]1([CH2:16][N+:17]([O-])=O)[CH2:14][C@@H:13]2[C@H:9]1[CH:10]=[C:11]([CH3:15])[CH2:12]2)([CH3:4])([CH3:3])[CH3:2].O.NN.[C:24](O[C:24]([O:26][C:27]([CH3:30])([CH3:29])[CH3:28])=[O:25])([O:26][C:27]([CH3:30])([CH3:29])[CH3:28])=[O:25].